Task: Predict which catalyst facilitates the given reaction.. Dataset: Catalyst prediction with 721,799 reactions and 888 catalyst types from USPTO Reactant: C([O-])(=O)C.[NH4+:5].[F:6][C:7]1[CH:12]=[CH:11][C:10]([NH:13][C:14]2O[C:16](/[CH:19]=[CH:20]/[C:21]3[CH:26]=[CH:25][C:24]([N:27]4[CH:31]=[C:30]([CH3:32])[N:29]=[CH:28]4)=[C:23]([O:33][CH3:34])[CH:22]=3)=[N:17][N:18]=2)=[CH:9][CH:8]=1. Product: [F:6][C:7]1[CH:12]=[CH:11][C:10]([NH:13][C:14]2[NH:5][C:16](/[CH:19]=[CH:20]/[C:21]3[CH:26]=[CH:25][C:24]([N:27]4[CH:31]=[C:30]([CH3:32])[N:29]=[CH:28]4)=[C:23]([O:33][CH3:34])[CH:22]=3)=[N:17][N:18]=2)=[CH:9][CH:8]=1. The catalyst class is: 15.